Dataset: Reaction yield outcomes from USPTO patents with 853,638 reactions. Task: Predict the reaction yield, written as a fraction of the theoretical maximum amount of product (1.0 means a 100% yield; for example, 0.34 means a 34% yield). The reactants are [C:1]([C:5]1[CH:10]=[CH:9][C:8]([OH:11])=[CH:7][CH:6]=1)([CH3:4])([CH3:3])[CH3:2]. The catalyst is [Rh].C(O)C. The product is [C:1]([CH:5]1[CH2:6][CH2:7][CH:8]([OH:11])[CH2:9][CH2:10]1)([CH3:4])([CH3:2])[CH3:3]. The yield is 0.875.